This data is from Reaction yield outcomes from USPTO patents with 853,638 reactions. The task is: Predict the reaction yield, written as a fraction of the theoretical maximum amount of product (1.0 means a 100% yield; for example, 0.34 means a 34% yield). (1) The reactants are [Cl:1][C:2]1[CH:7]=[CH:6][CH:5]=[CH:4][C:3]=1[C:8]1[N:9]([C:24]2[CH:29]=[CH:28][C:27]([Cl:30])=[CH:26][CH:25]=2)[C:10]2[C:15]([N:16]=1)=[C:14]([NH:17][C@@H:18]1[CH2:23][CH2:22][CH2:21][NH:20][CH2:19]1)[N:13]=[CH:12][N:11]=2.[CH3:31][S:32](Cl)(=[O:34])=[O:33].C(N(CC)CC)C. The catalyst is ClCCl. The product is [Cl:1][C:2]1[CH:7]=[CH:6][CH:5]=[CH:4][C:3]=1[C:8]1[N:9]([C:24]2[CH:25]=[CH:26][C:27]([Cl:30])=[CH:28][CH:29]=2)[C:10]2[C:15]([N:16]=1)=[C:14]([NH:17][C@@H:18]1[CH2:23][CH2:22][CH2:21][N:20]([S:32]([CH3:31])(=[O:34])=[O:33])[CH2:19]1)[N:13]=[CH:12][N:11]=2. The yield is 0.510. (2) The reactants are Cl.C(OC([NH:9][C@@H:10]([CH2:16][C:17]1[CH:22]=[CH:21][CH:20]=[CH:19][CH:18]=1)[C@H:11]([OH:15])[C:12]([OH:14])=[O:13])=O)(C)(C)C. The catalyst is C(Cl)Cl. The product is [NH2:9][C@@H:10]([CH2:16][C:17]1[CH:22]=[CH:21][CH:20]=[CH:19][CH:18]=1)[C@H:11]([OH:15])[C:12]([OH:14])=[O:13]. The yield is 1.00.